Dataset: Experimentally validated miRNA-target interactions with 360,000+ pairs, plus equal number of negative samples. Task: Binary Classification. Given a miRNA mature sequence and a target amino acid sequence, predict their likelihood of interaction. (1) The miRNA is hsa-miR-4727-5p with sequence AUCUGCCAGCUUCCACAGUGG. The protein sequence of the target gene is MAEGAAGREDPAPPDAAGGEDDPRVGPDAAGDCVTAASGGRMRDRRSGVALPGAAGTPADSEAGLLEAARATPRRSSIIKDPSNQKCGGRKKTVSFSSMPSEKKISSANDCISFMQAGCELKKVRPNSRIYNRFFTLDTDLQALRWEPSKKDLEKAKLDISAIKEIRLGKNTETFRNNGLADQICEDCAFSILHGENYESLDLVANSADVANIWVSGLRYLVSRSKQPLDFMEGNQNTPRFMWLKTVFEAADVDGNGIMLEDTSVELIKQLNPTLKEAKIRLKFKEIQKSKEKLTTRVTE.... Result: 1 (interaction). (2) The miRNA is hsa-miR-3661 with sequence UGACCUGGGACUCGGACAGCUG. The protein sequence of the target gene is MQVEVQSLSLEECPWRLPGPQCECEALLPSGARRRIDLRLSGRAVAVWVHVRGGPGQFNLSYATGRHKKPNPHQNMNRGMEFIAPVSAPTKSGAPWHFLSQGPTDAQRAVRIRPGTRMGLSSDPVVGTLSSSYLDLLTLSYKPGRTVTSSYLNVRGHEVRKLQNSVEATRISRTDSS. Result: 0 (no interaction). (3) The protein sequence of the target gene is MTFEDVAVEFSQWEWGQLNPAQKDLYREVMLENFRNLAILGLLVSKPYVICQLEEGGEPFMVEREISTGAHSDWKRRSKSKESMPSWGISKEELFQVVSVEKHIQDVLQFSKLKAACGCDGQLEMQQIKQERHLKQMSTIHKSATTLSRDYKWNGFGRSLGLRSVLVNQHSILMGEGSYKCDTEFRQTLGGNNSQRTHPEKKSCKCNECGKSFHFQSELRRHQRCHTGEKPYECSDCGRAFGHISSLIKHQRTHTGEKPYECSECGRAFSQSSSLVLHYRFHTGEKPYKCNECGRAFGHT.... The miRNA is hsa-miR-4762-5p with sequence CCAAAUCUUGAUCAGAAGCCU. Result: 1 (interaction).